Dataset: Full USPTO retrosynthesis dataset with 1.9M reactions from patents (1976-2016). Task: Predict the reactants needed to synthesize the given product. (1) Given the product [NH2:30][CH2:29][CH2:28][CH2:27][CH2:26][C:6]1[CH:7]=[CH:8][C:9]2[C:10]3[N:14]([CH2:15][CH2:16][CH2:17][O:18][CH:19]([CH3:20])[CH3:21])[C:13]([CH2:22][O:23][CH2:24][CH3:25])=[N:12][C:11]=3[C:2]([NH2:1])=[N:3][C:4]=2[CH:5]=1, predict the reactants needed to synthesize it. The reactants are: [NH2:1][C:2]1[C:11]2[N:12]=[C:13]([CH2:22][O:23][CH2:24][CH3:25])[N:14]([CH2:15][CH2:16][CH2:17][O:18][CH:19]([CH3:21])[CH3:20])[C:10]=2[C:9]2[CH:8]=[CH:7][C:6]([CH2:26][CH2:27][CH2:28][CH2:29][N:30]3C(=O)C4C(=CC=CC=4)C3=O)=[CH:5][C:4]=2[N:3]=1.NN. (2) Given the product [C:3]([CH:5]([C:11]1[CH:16]=[CH:15][C:14]([N+:17]([O-:19])=[O:18])=[C:13]([O:20][CH3:21])[CH:12]=1)[C:6]([O:8][CH3:9])=[O:7])#[N:4], predict the reactants needed to synthesize it. The reactants are: [H-].[Na+].[C:3]([CH2:5][C:6]([O:8][CH3:9])=[O:7])#[N:4].F[C:11]1[CH:16]=[CH:15][C:14]([N+:17]([O-:19])=[O:18])=[C:13]([O:20][CH3:21])[CH:12]=1. (3) Given the product [O:1]1[CH:5]=[CH:4][C:3]([C:10]2[CH:15]=[N:14][C:13]([N:16]3[CH:22]4[CH2:23][CH2:24][N:19]([CH2:20][CH2:21]4)[CH2:18][CH2:17]3)=[N:12][CH:11]=2)=[CH:2]1, predict the reactants needed to synthesize it. The reactants are: [O:1]1[CH:5]=[CH:4][C:3](B(O)O)=[CH:2]1.Br[C:10]1[CH:11]=[N:12][C:13]([N:16]2[CH:22]3[CH2:23][CH2:24][N:19]([CH2:20][CH2:21]3)[CH2:18][CH2:17]2)=[N:14][CH:15]=1. (4) The reactants are: N1[C:9]2[C:4](=[C:5](C3N=C(N4CCOCC4)C4SC(COC)=CC=4N=3)[CH:6]=[CH:7][CH:8]=2)[CH:3]=N1.[Cl:28][C:29]1[N:30]=[C:31]([N:40]2[CH2:45][CH2:44][O:43][CH2:42][CH2:41]2)[C:32]2[S:37][C:36]([CH2:38][OH:39])=[CH:35][C:33]=2[N:34]=1.C(Br)C1C=CC=CC=1. Given the product [Cl:28][C:29]1[N:30]=[C:31]([N:40]2[CH2:41][CH2:42][O:43][CH2:44][CH2:45]2)[C:32]2[S:37][C:36]([CH2:38][O:39][CH2:3][C:4]3[CH:9]=[CH:8][CH:7]=[CH:6][CH:5]=3)=[CH:35][C:33]=2[N:34]=1, predict the reactants needed to synthesize it. (5) Given the product [CH:27]([OH:31])=[O:41].[F:9][C:10]1[CH:11]=[C:12]([N:16]2[C@@:20]3([CH2:25][CH2:24][N:23]([CH2:26][C:27]4[O:31][CH:30]=[N:29][C:28]=4[CH2:32][CH:33]([CH3:35])[CH3:34])[C@@H:22]([CH3:36])[CH2:21]3)[CH2:19][CH:18]([CH3:1])[S:17]2(=[O:38])=[O:37])[CH:13]=[CH:14][CH:15]=1, predict the reactants needed to synthesize it. The reactants are: [CH:1]([N-]C(C)C)(C)C.[Li+].[F:9][C:10]1[CH:11]=[C:12]([N:16]2[C@@:20]3([CH2:25][CH2:24][N:23]([CH2:26][C:27]4[O:31][CH:30]=[N:29][C:28]=4[CH2:32][CH:33]([CH3:35])[CH3:34])[C@@H:22]([CH3:36])[CH2:21]3)[CH2:19][CH2:18][S:17]2(=[O:38])=[O:37])[CH:13]=[CH:14][CH:15]=1.IC.[O:41]1CCCC1. (6) Given the product [C:4]([O:3][C:1](=[O:2])[NH:8][CH2:9][CH2:10][CH2:11][CH2:12][N:13]1[C:17](=[O:18])[CH:16]=[CH:15][C:14]1=[O:19])([CH3:5])([CH3:6])[CH3:7], predict the reactants needed to synthesize it. The reactants are: [C:1]([NH:8][CH2:9][CH2:10][CH2:11][CH2:12][NH2:13])([O:3][C:4]([CH3:7])([CH3:6])[CH3:5])=[O:2].[C:14]1(=O)[O:19][C:17](=[O:18])[CH:16]=[CH:15]1. (7) Given the product [Cl:1][C:2]1[CH:3]=[C:4]([CH:9]=[C:10]([OH:13])[C:11]=1[Cl:12])[C:5]([OH:7])=[O:6], predict the reactants needed to synthesize it. The reactants are: [Cl:1][C:2]1[CH:3]=[C:4]([CH:9]=[C:10]([O:13]C)[C:11]=1[Cl:12])[C:5]([O:7]C)=[O:6].B(Br)(Br)Br.O.